This data is from Catalyst prediction with 721,799 reactions and 888 catalyst types from USPTO. The task is: Predict which catalyst facilitates the given reaction. Reactant: Cl.[NH2:2][CH2:3][CH2:4][C:5]1[CH:10]=[CH:9][C:8]([S:11]([C:14]2[CH:15]=[CH:16][C:17]([OH:24])=[C:18]([CH:23]=2)[C:19]([O:21][CH3:22])=[O:20])(=[O:13])=[O:12])=[CH:7][CH:6]=1.C(=O)([O-])[O-].[K+].[K+]. Product: [CH2:4]([NH:2][CH2:3][CH2:4][C:5]1[CH:10]=[CH:9][C:8]([S:11]([C:14]2[CH:15]=[CH:16][C:17]([OH:24])=[C:18]([CH:23]=2)[C:19]([O:21][CH3:22])=[O:20])(=[O:13])=[O:12])=[CH:7][CH:6]=1)[C:5]1[CH:10]=[CH:9][CH:8]=[CH:7][CH:6]=1. The catalyst class is: 5.